This data is from Reaction yield outcomes from USPTO patents with 853,638 reactions. The task is: Predict the reaction yield, written as a fraction of the theoretical maximum amount of product (1.0 means a 100% yield; for example, 0.34 means a 34% yield). The reactants are [O:1]=[C:2]1[C:11]2[C:6](=[N:7][C:8]([C:18]3[CH:23]=[CH:22][C:21]([C:24]4([NH:28]C(=O)OC(C)(C)C)[CH2:27][CH2:26][CH2:25]4)=[CH:20][CH:19]=3)=[C:9]([C:12]3[CH:17]=[CH:16][CH:15]=[CH:14][CH:13]=3)[CH:10]=2)[CH2:5][O:4][CH2:3]1. The catalyst is C(O)(C(F)(F)F)=O. The product is [NH2:28][C:24]1([C:21]2[CH:20]=[CH:19][C:18]([C:8]3[N:7]=[C:6]4[CH2:5][O:4][CH2:3][C:2](=[O:1])[C:11]4=[CH:10][C:9]=3[C:12]3[CH:17]=[CH:16][CH:15]=[CH:14][CH:13]=3)=[CH:23][CH:22]=2)[CH2:25][CH2:26][CH2:27]1. The yield is 0.770.